From a dataset of Full USPTO retrosynthesis dataset with 1.9M reactions from patents (1976-2016). Predict the reactants needed to synthesize the given product. (1) Given the product [C:19]1([C:16]2[N:15]=[CH:14][C:13]([C:12]3[NH:8][C:9]([C:25]4[CH:26]=[CH:27][CH:28]=[CH:29][CH:30]=4)=[N:10][CH:11]=3)=[CH:18][N:17]=2)[CH:24]=[CH:23][CH:22]=[CH:21][CH:20]=1, predict the reactants needed to synthesize it. The reactants are: C([N:8]1[C:12]([C:13]2[CH:14]=[N:15][C:16]([C:19]3[CH:24]=[CH:23][CH:22]=[CH:21][CH:20]=3)=[N:17][CH:18]=2)=[CH:11][N:10]=[C:9]1[C:25]1[CH:30]=[CH:29][CH:28]=[CH:27][CH:26]=1)C1C=CC=CC=1.C([O-])=O.[NH4+]. (2) The reactants are: C[O:2][C:3]([C:5]1[N:6]=[CH:7][C:8]2[C:9](=[O:27])[N:10]([CH2:16][C:17]3[CH:22]=[CH:21][C:20]([O:23][CH3:24])=[CH:19][C:18]=3[O:25][CH3:26])[CH2:11][CH2:12][C:13]=2[C:14]=1[OH:15])=O.[CH3:28][NH2:29]. Given the product [CH3:28][NH:29][C:3]([C:5]1[N:6]=[CH:7][C:8]2[C:9](=[O:27])[N:10]([CH2:16][C:17]3[CH:22]=[CH:21][C:20]([O:23][CH3:24])=[CH:19][C:18]=3[O:25][CH3:26])[CH2:11][CH2:12][C:13]=2[C:14]=1[OH:15])=[O:2], predict the reactants needed to synthesize it. (3) Given the product [I:31][C:6]1[C-:7]([CH2:11][O:12][CH2:13][CH2:14][CH2:15][OH:16])[CH:8]=[CH:9][CH:10]=1.[CH-:25]1[CH:29]=[CH:28][CH:27]=[CH:26]1.[Fe+2:30], predict the reactants needed to synthesize it. The reactants are: C([Si](CCCC)(CCCC)[C:6]1[C-:7]([CH2:11][O:12][CH2:13][CH2:14][CH2:15][OH:16])[CH:8]=[CH:9][CH:10]=1)CCC.[CH-:25]1[CH:29]=[CH:28][CH:27]=[CH:26]1.[Fe+2:30].[I:31]I. (4) Given the product [Cl:48][C:49]1[CH:54]=[CH:53][C:52]([O:55][CH2:29][CH2:30][N:21]2[CH:22]=[CH:23][N:24]=[C:19]([N:16]3[CH2:15][CH2:14][NH:13][CH2:18][CH2:17]3)[C:20]2=[O:25])=[C:51]([F:56])[CH:50]=1, predict the reactants needed to synthesize it. The reactants are: CN(C)C=O.C(OC([N:13]1[CH2:18][CH2:17][N:16]([C:19]2[C:20]([O:25]CCO)=[N:21][CH:22]=[CH:23][N:24]=2)[CH2:15][CH2:14]1)=O)(C)(C)C.[C:29]1(P(C2C=CC=CC=2)C2C=CC=CC=2)C=CC=C[CH:30]=1.[Cl:48][C:49]1[CH:54]=[CH:53][C:52]([OH:55])=[C:51]([F:56])[CH:50]=1. (5) Given the product [F:13][C:14]([F:25])([F:24])[C:15]([N:8]1[CH2:7][C:6]2[C:10](=[CH:11][CH:12]=[C:4]([NH2:1])[CH:5]=2)[CH2:9]1)=[O:16], predict the reactants needed to synthesize it. The reactants are: [N+:1]([C:4]1[CH:5]=[C:6]2[C:10](=[CH:11][CH:12]=1)[CH2:9][NH:8][CH2:7]2)([O-])=O.[F:13][C:14]([F:25])([F:24])[C:15](O[C:15](=[O:16])[C:14]([F:25])([F:24])[F:13])=[O:16].C(=O)([O-])O.[Na+].O.NN. (6) Given the product [Cl:1][C:2]1[CH:7]=[C:6]([Cl:8])[CH:5]=[CH:4][C:3]=1[C:9]1[N:10]=[C:11](/[CH:16]=[CH:17]/[C:18]2[CH:23]=[CH:22][C:21]([C:24]3[CH:25]=[CH:26][C:27]([O:30][C:32]4[CH:41]=[CH:40][C:35]([C:36]([OH:38])=[O:37])=[C:34]([CH3:42])[CH:33]=4)=[CH:28][CH:29]=3)=[CH:20][CH:19]=2)[N:12]([CH2:14][CH3:15])[CH:13]=1, predict the reactants needed to synthesize it. The reactants are: [Cl:1][C:2]1[CH:7]=[C:6]([Cl:8])[CH:5]=[CH:4][C:3]=1[C:9]1[N:10]=[C:11](/[CH:16]=[CH:17]/[C:18]2[CH:23]=[CH:22][C:21]([C:24]3[CH:29]=[CH:28][C:27]([OH:30])=[CH:26][CH:25]=3)=[CH:20][CH:19]=2)[N:12]([CH2:14][CH3:15])[CH:13]=1.Br[C:32]1[CH:41]=[CH:40][C:35]([C:36]([O:38]C)=[O:37])=[C:34]([CH3:42])[CH:33]=1. (7) Given the product [C:17]1([C:7]([C:1]2[CH:2]=[CH:3][CH:4]=[CH:5][CH:6]=2)=[N:8][N:9]([CH2:24][CH2:25][C:26]2[CH:31]=[CH:30][CH:29]=[C:28]([F:32])[CH:27]=2)[C:10]2[CH:15]=[CH:14][C:13]([F:16])=[CH:12][CH:11]=2)[CH:18]=[CH:19][CH:20]=[CH:21][CH:22]=1, predict the reactants needed to synthesize it. The reactants are: [C:1]1([C:7]([C:17]2[CH:22]=[CH:21][CH:20]=[CH:19][CH:18]=2)=[N:8][NH:9][C:10]2[CH:15]=[CH:14][C:13]([F:16])=[CH:12][CH:11]=2)[CH:6]=[CH:5][CH:4]=[CH:3][CH:2]=1.Br[CH2:24][CH2:25][C:26]1[CH:31]=[CH:30][CH:29]=[C:28]([F:32])[CH:27]=1.